The task is: Regression. Given two drug SMILES strings and cell line genomic features, predict the synergy score measuring deviation from expected non-interaction effect.. This data is from Merck oncology drug combination screen with 23,052 pairs across 39 cell lines. (1) Drug 1: O=S1(=O)NC2(CN1CC(F)(F)F)C1CCC2Cc2cc(C=CCN3CCC(C(F)(F)F)CC3)ccc2C1. Drug 2: Cn1cc(-c2cnn3c(N)c(Br)c(C4CCCNC4)nc23)cn1. Cell line: SKMES1. Synergy scores: synergy=0.869. (2) Drug 1: CC(=O)OC1C(=O)C2(C)C(O)CC3OCC3(OC(C)=O)C2C(OC(=O)c2ccccc2)C2(O)CC(OC(=O)C(O)C(NC(=O)c3ccccc3)c3ccccc3)C(C)=C1C2(C)C. Drug 2: Cn1c(=O)n(-c2ccc(C(C)(C)C#N)cc2)c2c3cc(-c4cnc5ccccc5c4)ccc3ncc21. Cell line: A427. Synergy scores: synergy=4.91. (3) Drug 1: COC1=C2CC(C)CC(OC)C(O)C(C)C=C(C)C(OC(N)=O)C(OC)C=CC=C(C)C(=O)NC(=CC1=O)C2=O. Drug 2: NC1CCCCC1N.O=C(O)C(=O)O.[Pt+2]. Cell line: ES2. Synergy scores: synergy=-26.8. (4) Drug 1: CC1CC2C3CCC4=CC(=O)C=CC4(C)C3(F)C(O)CC2(C)C1(O)C(=O)CO. Drug 2: C=CCn1c(=O)c2cnc(Nc3ccc(N4CCN(C)CC4)cc3)nc2n1-c1cccc(C(C)(C)O)n1. Cell line: SKMES1. Synergy scores: synergy=3.40. (5) Drug 2: CCN(CC)CCNC(=O)c1c(C)[nH]c(C=C2C(=O)Nc3ccc(F)cc32)c1C. Drug 1: COc1cccc2c1C(=O)c1c(O)c3c(c(O)c1C2=O)CC(O)(C(=O)CO)CC3OC1CC(N)C(O)C(C)O1. Synergy scores: synergy=-23.8. Cell line: LNCAP. (6) Drug 1: CS(=O)(=O)CCNCc1ccc(-c2ccc3ncnc(Nc4ccc(OCc5cccc(F)c5)c(Cl)c4)c3c2)o1. Drug 2: COC1CC2CCC(C)C(O)(O2)C(=O)C(=O)N2CCCCC2C(=O)OC(C(C)CC2CCC(OP(C)(C)=O)C(OC)C2)CC(=O)C(C)C=C(C)C(O)C(OC)C(=O)C(C)CC(C)C=CC=CC=C1C. Cell line: A375. Synergy scores: synergy=28.6. (7) Drug 1: CCC1(O)CC2CN(CCc3c([nH]c4ccccc34)C(C(=O)OC)(c3cc4c(cc3OC)N(C)C3C(O)(C(=O)OC)C(OC(C)=O)C5(CC)C=CCN6CCC43C65)C2)C1. Drug 2: C=CCn1c(=O)c2cnc(Nc3ccc(N4CCN(C)CC4)cc3)nc2n1-c1cccc(C(C)(C)O)n1. Cell line: A2058. Synergy scores: synergy=6.79. (8) Drug 1: Cn1nnc2c(C(N)=O)ncn2c1=O. Drug 2: CCC1(O)C(=O)OCc2c1cc1n(c2=O)Cc2cc3c(CN(C)C)c(O)ccc3nc2-1. Cell line: UACC62. Synergy scores: synergy=11.7.